This data is from Full USPTO retrosynthesis dataset with 1.9M reactions from patents (1976-2016). The task is: Predict the reactants needed to synthesize the given product. (1) Given the product [C:37]1([CH:43]([N:45]2[CH2:46][CH2:47][N:48]([CH2:6][C:7]3[N:12]=[CH:11][C:10]4[N:13]=[CH:14][N:15]([C:16]5[S:17][C:18]([C:34]([NH2:35])=[O:36])=[C:19]([O:21][C@@H:22]([C:24]6[CH:29]=[CH:28][CH:27]=[CH:26][C:25]=6[C:30]([F:31])([F:32])[F:33])[CH3:23])[CH:20]=5)[C:9]=4[CH:8]=3)[CH2:49][CH2:50]2)[CH3:44])[CH:42]=[CH:41][CH:40]=[CH:39][CH:38]=1, predict the reactants needed to synthesize it. The reactants are: CS(O[CH2:6][C:7]1[N:12]=[CH:11][C:10]2[N:13]=[CH:14][N:15]([C:16]3[S:17][C:18]([C:34](=[O:36])[NH2:35])=[C:19]([O:21][C@@H:22]([C:24]4[CH:29]=[CH:28][CH:27]=[CH:26][C:25]=4[C:30]([F:33])([F:32])[F:31])[CH3:23])[CH:20]=3)[C:9]=2[CH:8]=1)(=O)=O.[C:37]1([CH:43]([N:45]2[CH2:50][CH2:49][NH:48][CH2:47][CH2:46]2)[CH3:44])[CH:42]=[CH:41][CH:40]=[CH:39][CH:38]=1. (2) Given the product [CH2:1]([O:8][C:9]([NH:11][CH2:12][CH2:13][CH2:14][CH2:15][CH2:16][CH2:17][CH2:18][CH2:19][CH2:20][CH2:21][C:22]([O:24][CH3:25])=[O:23])=[O:10])[C:2]1[CH:3]=[CH:4][CH:5]=[CH:6][CH:7]=1, predict the reactants needed to synthesize it. The reactants are: [CH2:1]([O:8][C:9]([NH:11][CH2:12][CH2:13][CH2:14][CH2:15][CH2:16][CH2:17][CH2:18][CH2:19][CH2:20][CH2:21][C:22]([OH:24])=[O:23])=[O:10])[C:2]1[CH:7]=[CH:6][CH:5]=[CH:4][CH:3]=1.[C:25]([O-])([O-])=O.[Cs+].[Cs+].CI. (3) Given the product [Cl:30][C:16]1[C:17]([CH3:29])=[C:18]([C:27]#[N:28])[C:19]([C:20]2[CH:25]=[CH:24][CH:23]=[C:22]([F:26])[CH:21]=2)=[C:14]([CH:12]([NH:11][C:2]2[N:10]=[CH:9][N:8]=[C:7]3[C:3]=2[N:4]=[CH:5][NH:6]3)[CH3:13])[CH:15]=1, predict the reactants needed to synthesize it. The reactants are: Br[C:2]1[N:10]=[CH:9][N:8]=[C:7]2[C:3]=1[N:4]=[CH:5][NH:6]2.[NH2:11][CH:12]([C:14]1[CH:15]=[C:16]([Cl:30])[C:17]([CH3:29])=[C:18]([C:27]#[N:28])[C:19]=1[C:20]1[CH:25]=[CH:24][CH:23]=[C:22]([F:26])[CH:21]=1)[CH3:13].C(N(CC)C(C)C)(C)C. (4) The reactants are: [N:1]1[C:10]2[C:5](=[CH:6][C:7]([CH2:11][N:12]3[C:16]4=[N:17][C:18]([C:21](=O)[CH3:22])=[CH:19][N:20]=[C:15]4[N:14]=[N:13]3)=[CH:8][CH:9]=2)[CH:4]=[CH:3][CH:2]=1.[CH3:24][NH:25][C:26]([NH:28][NH2:29])=[O:27]. Given the product [CH3:24][NH:25][C:26]([NH:28]/[N:29]=[C:21](/[C:18]1[N:17]=[C:16]2[N:12]([CH2:11][C:7]3[CH:6]=[C:5]4[C:10](=[CH:9][CH:8]=3)[N:1]=[CH:2][CH:3]=[CH:4]4)[N:13]=[N:14][C:15]2=[N:20][CH:19]=1)\[CH3:22])=[O:27], predict the reactants needed to synthesize it. (5) Given the product [CH:19]1([NH:28][C:12](=[O:14])[C:11]2[CH:15]=[CH:16][N:17]=[CH:18][C:10]=2[NH:9][C:3]2[CH:4]=[CH:5][C:6]([I:8])=[CH:7][C:2]=2[F:1])[C:27]2[C:22](=[CH:23][CH:24]=[CH:25][CH:26]=2)[CH2:21][CH2:20]1, predict the reactants needed to synthesize it. The reactants are: [F:1][C:2]1[CH:7]=[C:6]([I:8])[CH:5]=[CH:4][C:3]=1[NH:9][C:10]1[CH:18]=[N:17][CH:16]=[CH:15][C:11]=1[C:12]([OH:14])=O.[CH:19]1([NH2:28])[C:27]2[C:22](=[CH:23][CH:24]=[CH:25][CH:26]=2)[CH2:21][CH2:20]1. (6) Given the product [NH2:28][C:26]([C:16]1[CH:17]=[C:18]2[C:13](=[CH:14][CH:15]=1)[C:12](=[O:29])[N:11]([CH2:30][CH:31]([CH3:33])[CH3:32])[C:10]([CH2:9][NH:8][C:6](=[O:7])[O:5][C:1]([CH3:4])([CH3:3])[CH3:2])=[C:19]2[C:20]1[CH:25]=[CH:24][CH:23]=[CH:22][CH:21]=1)=[S:43], predict the reactants needed to synthesize it. The reactants are: [C:1]([O:5][C:6]([NH:8][CH2:9][C:10]1[N:11]([CH2:30][CH:31]([CH3:33])[CH3:32])[C:12](=[O:29])[C:13]2[C:18]([C:19]=1[C:20]1[CH:25]=[CH:24][CH:23]=[CH:22][CH:21]=1)=[CH:17][C:16]([C:26]([NH2:28])=O)=[CH:15][CH:14]=2)=[O:7])([CH3:4])([CH3:3])[CH3:2].COC1C=CC(P2(SP(C3C=CC(OC)=CC=3)(=S)S2)=[S:43])=CC=1. (7) The reactants are: [F:1][C:2]1[CH:3]=[C:4]([CH:7]=[CH:8][C:9]=1[C:10]([F:13])([F:12])[F:11])[CH:5]=O.[CH3:14][C:15]([S@@:18]([NH2:20])=[O:19])([CH3:17])[CH3:16]. Given the product [F:1][C:2]1[CH:3]=[C:4]([CH:7]=[CH:8][C:9]=1[C:10]([F:13])([F:12])[F:11])/[CH:5]=[N:20]/[S@:18]([C:15]([CH3:17])([CH3:16])[CH3:14])=[O:19], predict the reactants needed to synthesize it. (8) Given the product [N:44]1([C:13]2([C:11]([O:10][CH2:8][CH3:9])=[O:12])[CH:17]=[N:16][NH:15][NH:14]2)[CH2:45][CH2:46][CH2:41][CH2:42][CH2:43]1, predict the reactants needed to synthesize it. The reactants are: FC(F)(F)C(O)=O.[CH2:8]([O:10][C:11]([C:13]1[CH:17]=[N:16][N:15](C2CCN(C(OC(C)(C)C)=O)CC2)[N:14]=1)=[O:12])[CH3:9].C(OC(C1N([CH:41]2[CH2:46][CH2:45][N:44](C(OC(C)(C)C)=O)[CH2:43][CH2:42]2)N=NC=1)=O)C. (9) Given the product [C:1]([O:5][C:6]([N:8]1[CH2:13][CH2:12][CH:11]([O:14][C:19]2[CH:20]=[CH:21][C:16]([F:15])=[CH:17][CH:18]=2)[CH2:10][CH2:9]1)=[O:7])([CH3:4])([CH3:2])[CH3:3], predict the reactants needed to synthesize it. The reactants are: [C:1]([O:5][C:6]([N:8]1[CH2:13][CH2:12][CH:11]([OH:14])[CH2:10][CH2:9]1)=[O:7])([CH3:4])([CH3:3])[CH3:2].[F:15][C:16]1[CH:21]=[CH:20][C:19](O)=[CH:18][CH:17]=1.C1(P(C2C=CC=CC=2)C2C=CC=CC=2)C=CC=CC=1.